Dataset: Full USPTO retrosynthesis dataset with 1.9M reactions from patents (1976-2016). Task: Predict the reactants needed to synthesize the given product. (1) Given the product [Br:1][C:2]1[CH:3]=[C:4]([CH:7]2[O:11][CH2:10][CH2:9][O:8]2)[S:5][C:6]=1[CH:13]=[O:12], predict the reactants needed to synthesize it. The reactants are: [Br:1][C:2]1[CH:3]=[C:4]([CH:7]2[O:11][CH2:10][CH2:9][O:8]2)[S:5][CH:6]=1.[O:12]1CCC[CH2:13]1.C([N-]C(C)C)(C)C.[Li+].CN(C)C=O. (2) Given the product [CH3:12][C:11]1[C:38]([C:40]([F:43])([F:42])[F:41])=[CH:13][C:8]2[N:7]=[C:22]([C:23]3[CH:28]=[CH:27][CH:26]=[C:25]([C:29]4[CH:34]=[N:33][CH:32]=[CH:31][N:30]=4)[CH:24]=3)[CH2:21][C:20](=[O:36])[NH:19][C:9]=2[CH:10]=1, predict the reactants needed to synthesize it. The reactants are: C(OC(=O)[NH:7][C:8]1[CH:13]=[C:12](C(F)(F)F)[C:11](C)=[CH:10][C:9]=1[NH:19][C:20](=[O:36])[CH2:21][C:22](=O)[C:23]1[CH:28]=[CH:27][CH:26]=[C:25]([C:29]2[CH:34]=[N:33][CH:32]=[CH:31][N:30]=2)[CH:24]=1)(C)(C)C.[C:38](O)([C:40]([F:43])([F:42])[F:41])=O. (3) Given the product [CH3:50][O:49][C:46]1[CH:47]=[CH:48][C:43]([CH2:42][N:20]([CH2:19][C:18]2[CH:17]=[CH:16][C:15]([O:14][CH3:13])=[CH:52][CH:51]=2)[C:21]2[C:26]3[N:27]=[C:1]([OH:2])[N:28]([CH2:29][CH2:30][C:31]4[CH:36]=[CH:35][CH:34]=[CH:33][CH:32]=4)[C:25]=3[CH:24]=[C:23]([CH2:37][CH2:38][CH2:39][CH2:40][CH3:41])[N:22]=2)=[CH:44][CH:45]=1, predict the reactants needed to synthesize it. The reactants are: [C:1](C1NC=CN=1)(C1NC=CN=1)=[O:2].[CH3:13][O:14][C:15]1[CH:52]=[CH:51][C:18]([CH2:19][N:20]([CH2:42][C:43]2[CH:48]=[CH:47][C:46]([O:49][CH3:50])=[CH:45][CH:44]=2)[C:21]2[C:26]([NH2:27])=[C:25]([NH:28][CH2:29][CH2:30][C:31]3[CH:36]=[CH:35][CH:34]=[CH:33][CH:32]=3)[CH:24]=[C:23]([CH2:37][CH2:38][CH2:39][CH2:40][CH3:41])[N:22]=2)=[CH:17][CH:16]=1. (4) Given the product [Br:12][C:9]1[CH:10]=[CH:11][C:6]([CH:2]([N:34]2[CH2:35][CH2:36][C:30]3([O:29][CH2:28][C:27](=[O:37])[N:26]([C:23]4([CH2:22][OH:21])[CH2:24][CH2:25]4)[CH2:31]3)[CH2:32][CH2:33]2)[C:3]([NH2:5])=[O:4])=[C:7]([F:13])[CH:8]=1, predict the reactants needed to synthesize it. The reactants are: Br[CH:2]([C:6]1[CH:11]=[CH:10][C:9]([Br:12])=[CH:8][C:7]=1[F:13])[C:3]([NH2:5])=[O:4].C(=O)([O-])[O-].[K+].[K+].Cl.[OH:21][CH2:22][C:23]1([N:26]2[CH2:31][C:30]3([CH2:36][CH2:35][NH:34][CH2:33][CH2:32]3)[O:29][CH2:28][C:27]2=[O:37])[CH2:25][CH2:24]1. (5) Given the product [Cl:11][C:9]1[CH:8]=[CH:7][C:5]2[N:6]=[C:2]([N:19]3[CH2:26][CH:25]4[CH:21]([CH2:22][NH:23][CH2:24]4)[CH2:20]3)[S:3][C:4]=2[CH:10]=1, predict the reactants needed to synthesize it. The reactants are: Cl[C:2]1[S:3][C:4]2[CH:10]=[C:9]([Cl:11])[CH:8]=[CH:7][C:5]=2[N:6]=1.C(OC([N:19]1[CH2:26][CH:25]2[CH:21]([CH2:22][NH:23][CH2:24]2)[CH2:20]1)=O)(C)(C)C. (6) Given the product [O:14]1[C:15]2[C:1](=[CH:2][CH:32]=[CH:33][CH:34]=2)[C:4](=[O:18])[CH2:13][CH:12]1[C:11]1[CH:10]=[CH:9][CH:8]=[CH:7][CH:6]=1, predict the reactants needed to synthesize it. The reactants are: [C:1]([C:4]1[CH:13]=[C:12]([O:14][CH3:15])[C:11]2[C:6](=[CH:7][CH:8]=[CH:9][CH:10]=2)C=1O)(=O)[CH3:2].C[O:18]C1C=C(C=C(OC)C=1OC)C=O.N1CC[CH2:34][CH2:33][CH2:32]1.N1C=CC=CC=1.